From a dataset of Forward reaction prediction with 1.9M reactions from USPTO patents (1976-2016). Predict the product of the given reaction. (1) Given the reactants C1CN([P+](ON2N=NC3C=CC=CC2=3)(N2CCCC2)N2CCCC2)CC1.F[P-](F)(F)(F)(F)F.[C:34]([O:38][C:39]([NH:41][C:42]1[S:46][C:45]([C:47]2[C:52]([F:53])=[CH:51][CH:50]=[CH:49][C:48]=2[F:54])=[N:44][C:43]=1[C:55](O)=[O:56])=[O:40])([CH3:37])([CH3:36])[CH3:35].[Cl:58][C:59]1[N:63]([CH3:64])[N:62]=[CH:61][C:60]=1[NH2:65].CCN(C(C)C)C(C)C, predict the reaction product. The product is: [Cl:58][C:59]1[N:63]([CH3:64])[N:62]=[CH:61][C:60]=1[NH:65][C:55]([C:43]1[N:44]=[C:45]([C:47]2[C:48]([F:54])=[CH:49][CH:50]=[CH:51][C:52]=2[F:53])[S:46][C:42]=1[NH:41][C:39](=[O:40])[O:38][C:34]([CH3:36])([CH3:37])[CH3:35])=[O:56]. (2) Given the reactants [CH:1]([N:4]1[CH2:9][CH2:8][N:7]([C:10]2[CH:15]=[CH:14][CH:13]=[C:12]([N+:16]([O-])=O)[CH:11]=2)[C:6](=[O:19])[CH2:5]1)([CH3:3])[CH3:2].[H][H], predict the reaction product. The product is: [NH2:16][C:12]1[CH:11]=[C:10]([N:7]2[CH2:8][CH2:9][N:4]([CH:1]([CH3:2])[CH3:3])[CH2:5][C:6]2=[O:19])[CH:15]=[CH:14][CH:13]=1. (3) Given the reactants [CH3:1][NH:2][CH2:3][CH2:4][C@H:5]([O:11][C:12]1[CH:13]=[CH:14][CH:15]=[C:16]2[CH:21]=[CH:20][CH:19]=[CH:18][C:17]=12)[C:6]1[S:10][CH:9]=[CH:8][CH:7]=1.C(O)(=O)C.C[Si](C)(C)[Cl:28].Cl[SiH3], predict the reaction product. The product is: [CH3:1][NH:2][CH2:3][CH2:4][C@H:5]([O:11][C:12]1[CH:13]=[CH:14][CH:15]=[C:16]2[CH:21]=[CH:20][CH:19]=[CH:18][C:17]=12)[C:6]1[S:10][CH:9]=[CH:8][CH:7]=1.[ClH:28]. (4) The product is: [Br:2][CH:17]([C:10]1[CH:11]=[C:12]([F:16])[C:13]([F:15])=[CH:14][C:9]=1[F:8])[CH3:18]. Given the reactants P(Br)(Br)[Br:2].C(Cl)Cl.[F:8][C:9]1[CH:14]=[C:13]([F:15])[C:12]([F:16])=[CH:11][C:10]=1[CH:17](O)[CH3:18], predict the reaction product. (5) Given the reactants [O:1]=[C:2]1[CH2:7][CH2:6][CH2:5][CH2:4][CH:3]1[N:8]1[CH2:24][CH2:23][C:11]2([N:15]([C:16]3[CH:21]=[CH:20][CH:19]=[CH:18][CH:17]=3)[CH2:14][NH:13][C:12]2=[O:22])[CH2:10][CH2:9]1.[N:25]1[CH:30]=[CH:29][CH:28]=[CH:27][C:26]=1[Li], predict the reaction product. The product is: [OH:1][C:2]1([C:26]2[CH:27]=[CH:28][CH:29]=[CH:30][N:25]=2)[CH2:7][CH2:6][CH2:5][CH2:4][CH:3]1[N:8]1[CH2:9][CH2:10][C:11]2([N:15]([C:16]3[CH:21]=[CH:20][CH:19]=[CH:18][CH:17]=3)[CH2:14][NH:13][C:12]2=[O:22])[CH2:23][CH2:24]1. (6) Given the reactants [CH3:1][C:2]1[CH:10]=[C:9]([N+:11]([O-:13])=[O:12])[CH:8]=[CH:7][C:3]=1[C:4]([OH:6])=[O:5].[C:14](Cl)(=O)C(Cl)=O, predict the reaction product. The product is: [CH3:14][O:5][C:4](=[O:6])[C:3]1[CH:7]=[CH:8][C:9]([N+:11]([O-:13])=[O:12])=[CH:10][C:2]=1[CH3:1]. (7) The product is: [CH3:19][C:20]1[O:17][N:16]=[C:15]([C:12]2[CH:11]=[CH:10][C:9]([C:5]34[CH2:8][N:1]([CH2:7][CH2:6]3)[CH2:2][CH2:3][CH2:4]4)=[CH:14][N:13]=2)[N:18]=1. Given the reactants [N:1]12[CH2:8][C:5]([C:9]3[CH:10]=[CH:11][C:12]([C:15](=[NH:18])[NH:16][OH:17])=[N:13][CH:14]=3)([CH2:6][CH2:7]1)[CH2:4][CH2:3][CH2:2]2.[C:19](OC(=O)C)(=O)[CH3:20], predict the reaction product. (8) The product is: [C:28]1([C@@H:34]([NH:36][C:14]([CH:13]2[C:11]3([CH2:10][CH2:9][N:8]([C:6]([O:5][C:1]([CH3:2])([CH3:3])[CH3:4])=[O:7])[CH2:18][CH2:17]3)[CH2:12]2)=[O:16])[CH3:35])[CH:33]=[CH:32][CH:31]=[CH:30][CH:29]=1. Given the reactants [C:1]([O:5][C:6]([N:8]1[CH2:18][CH2:17][C:11]2([CH:13]([C:14]([OH:16])=O)[CH2:12]2)[CH2:10][CH2:9]1)=[O:7])([CH3:4])([CH3:3])[CH3:2].CCN(C(C)C)C(C)C.[C:28]1([C@@H:34]([NH2:36])[CH3:35])[CH:33]=[CH:32][CH:31]=[CH:30][CH:29]=1, predict the reaction product. (9) Given the reactants [F:1][CH:2]([F:26])[O:3][C:4]1[CH:9]=[CH:8][C:7]([C:10]2[CH:18]=[CH:17][CH:16]=[C:15]3[C:11]=2[CH2:12][CH2:13][C:14]3=[O:19])=[C:6]([O:20]COC)[C:5]=1[O:24][CH3:25].Cl, predict the reaction product. The product is: [F:1][CH:2]([F:26])[O:3][C:4]1[CH:9]=[CH:8][C:7]([C:10]2[CH:18]=[CH:17][CH:16]=[C:15]3[C:11]=2[CH2:12][CH2:13][C:14]3=[O:19])=[C:6]([OH:20])[C:5]=1[O:24][CH3:25].